Dataset: Forward reaction prediction with 1.9M reactions from USPTO patents (1976-2016). Task: Predict the product of the given reaction. (1) Given the reactants [F:1][C:2]([F:19])([F:18])[C:3]1[N:8]=[CH:7][C:6]([NH:9][C:10](=[O:17])OCC(Cl)(Cl)Cl)=[CH:5][CH:4]=1.[C:20]1([C:26]2[N:30]=[C:29]([N:31]3[CH2:36][CH2:35][NH:34][CH2:33][CH2:32]3)[S:28][N:27]=2)[CH:25]=[CH:24][CH:23]=[CH:22][CH:21]=1.C(N(C(C)C)CC)(C)C.CS(C)=O, predict the reaction product. The product is: [C:20]1([C:26]2[N:30]=[C:29]([N:31]3[CH2:36][CH2:35][N:34]([C:10]([NH:9][C:6]4[CH:7]=[N:8][C:3]([C:2]([F:1])([F:18])[F:19])=[CH:4][CH:5]=4)=[O:17])[CH2:33][CH2:32]3)[S:28][N:27]=2)[CH:21]=[CH:22][CH:23]=[CH:24][CH:25]=1. (2) Given the reactants [NH:1]1[CH2:5][CH2:4][NH:3][C:2]1=[O:6].[H-].[Na+].[CH3:9][O:10][C:11]1[CH:12]=[C:13]([S:19](Cl)(=[O:21])=[O:20])[CH:14]=[CH:15][C:16]=1[O:17][CH3:18], predict the reaction product. The product is: [CH3:9][O:10][C:11]1[CH:12]=[C:13]([S:19]([N:1]2[CH2:5][CH2:4][N:3]([S:19]([C:13]3[CH:14]=[CH:15][C:16]([O:17][CH3:18])=[C:11]([O:10][CH3:9])[CH:12]=3)(=[O:21])=[O:20])[C:2]2=[O:6])(=[O:21])=[O:20])[CH:14]=[CH:15][C:16]=1[O:17][CH3:18]. (3) Given the reactants C[O:2][C:3]1[CH:12]=[CH:11][CH:10]=[C:9]2[C:4]=1[C:5]([NH:13][C:14]1[CH:15]=[C:16]3[C:20](=[CH:21][CH:22]=1)[N:19]([CH2:23][C:24]1[CH:29]=[CH:28][CH:27]=[CH:26][N:25]=1)[N:18]=[CH:17]3)=[N:6][CH:7]=[N:8]2.Cl.N1C=CC=CC=1, predict the reaction product. The product is: [N:25]1[CH:26]=[CH:27][CH:28]=[CH:29][C:24]=1[CH2:23][N:19]1[C:20]2[C:16](=[CH:15][C:14]([NH:13][C:5]3[C:4]4[C:3]([OH:2])=[CH:12][CH:11]=[CH:10][C:9]=4[N:8]=[CH:7][N:6]=3)=[CH:22][CH:21]=2)[CH:17]=[N:18]1. (4) Given the reactants Br[C:2]1[CH:3]=[CH:4][CH:5]=[C:6]2[C:10]=1[NH:9][CH:8]=[CH:7]2.[Cu](C#N)[C:12]#[N:13], predict the reaction product. The product is: [C:12]([C:2]1[CH:3]=[CH:4][CH:5]=[C:6]2[C:10]=1[NH:9][CH:8]=[CH:7]2)#[N:13]. (5) Given the reactants Cl[C:2]1[N:7]=[CH:6][C:5]([C@@H:8]([NH:10][C:11]([C@H:13]2[CH2:15][C@@H:14]2[C:16]2[CH:21]=[CH:20][CH:19]=[CH:18][CH:17]=2)=[O:12])[CH3:9])=[CH:4][CH:3]=1.Cl.[CH3:23]N(C)O.[C:27](=[O:30])([O-])[O-].[Cs+].[Cs+].CN([CH:36]=[O:37])C, predict the reaction product. The product is: [O:37]1[CH2:36][CH:27]([O:30][C:3]2[CH:4]=[C:5]([C@@H:8]([NH:10][C:11]([C@H:13]3[CH2:15][C@@H:14]3[C:16]3[CH:21]=[CH:20][CH:19]=[CH:18][CH:17]=3)=[O:12])[CH3:9])[CH:6]=[N:7][CH:2]=2)[CH2:23]1. (6) Given the reactants [F:1][C:2]1[CH:7]=[CH:6][C:5]([N:8]2[C:16]3[CH:15]=[C:14]4[CH2:17][CH2:18][C@H:19]5[C:24]([C@@:13]4([CH3:32])[CH2:12][C:11]=3[CH:10]=[N:9]2)=[CH:23][CH2:22][C@@H:21]([C:25]([F:28])([F:27])[F:26])[C@@H:20]5[C:29](O)=[O:30])=[CH:4][CH:3]=1.[C:33]([NH:41][NH2:42])(=O)[C:34]1[CH:39]=[CH:38][CH:37]=[CH:36][CH:35]=1.[NH4+].[OH-], predict the reaction product. The product is: [F:1][C:2]1[CH:7]=[CH:6][C:5]([N:8]2[C:16]3[CH:15]=[C:14]4[CH2:17][CH2:18][C@H:19]5[C:24]([C@@:13]4([CH3:32])[CH2:12][C:11]=3[CH:10]=[N:9]2)=[CH:23][CH2:22][C@@H:21]([C:25]([F:28])([F:26])[F:27])[C@@H:20]5[C:29]2[O:30][C:33]([C:34]3[CH:39]=[CH:38][CH:37]=[CH:36][CH:35]=3)=[N:41][N:42]=2)=[CH:4][CH:3]=1. (7) Given the reactants [NH2:1][CH2:2][CH2:3][N:4]1[C:8]([NH:9][C:10]([C:23]2[CH:28]=[CH:27][CH:26]=[CH:25][CH:24]=2)([C:17]2[CH:22]=[CH:21][CH:20]=[CH:19][CH:18]=2)[C:11]2[CH:16]=[CH:15][CH:14]=[CH:13][CH:12]=2)=[CH:7][CH:6]=[N:5]1.C(N(CC)CC)C.Cl[C:37]1[CH:42]=[CH:41][C:40]([N+:43]([O-:45])=[O:44])=[CH:39][N:38]=1.O, predict the reaction product. The product is: [N+:43]([C:40]1[CH:41]=[CH:42][C:37]([NH:1][CH2:2][CH2:3][N:4]2[C:8]([NH:9][C:10]([C:23]3[CH:28]=[CH:27][CH:26]=[CH:25][CH:24]=3)([C:17]3[CH:18]=[CH:19][CH:20]=[CH:21][CH:22]=3)[C:11]3[CH:16]=[CH:15][CH:14]=[CH:13][CH:12]=3)=[CH:7][CH:6]=[N:5]2)=[N:38][CH:39]=1)([O-:45])=[O:44]. (8) Given the reactants [C:1]([N:4]1[C:13]2[C:8](=[CH:9][C:10](B3OC(C)(C)C(C)(C)O3)=[CH:11][CH:12]=2)[C@H:7]([NH:23][C:24](=[O:29])[O:25][CH:26]([CH3:28])[CH3:27])[CH2:6][C@@H:5]1[CH3:30])(=[O:3])[CH3:2].Br[C:32]1[CH:37]=[CH:36][C:35]([CH2:38][CH2:39][OH:40])=[CH:34][CH:33]=1.C(=O)([O-])[O-].[K+].[K+], predict the reaction product. The product is: [C:1]([N:4]1[C:13]2[C:8](=[CH:9][C:10]([C:32]3[CH:37]=[CH:36][C:35]([CH2:38][CH2:39][OH:40])=[CH:34][CH:33]=3)=[CH:11][CH:12]=2)[C@H:7]([NH:23][C:24](=[O:29])[O:25][CH:26]([CH3:28])[CH3:27])[CH2:6][C@@H:5]1[CH3:30])(=[O:3])[CH3:2]. (9) Given the reactants [Cl:1][C:2]1[CH:3]=[C:4]2[C:9](=[CH:10][C:11]=1[O:12][C:13]1[CH:18]=[CH:17][C:16]([C:19](=[O:37])[NH:20][C:21]3[N:22]=[N:23][C:24]([C:27]4[CH:32]=[CH:31][C:30]([C:33]([F:36])([F:35])[F:34])=[CH:29][CH:28]=4)=[CH:25][CH:26]=3)=[CH:15][CH:14]=1)[O:8][CH2:7][CH2:6][CH:5]2[C:38]([O:40]CC)=[O:39].[OH-].[Na+], predict the reaction product. The product is: [Cl:1][C:2]1[CH:3]=[C:4]2[C:9](=[CH:10][C:11]=1[O:12][C:13]1[CH:18]=[CH:17][C:16]([C:19](=[O:37])[NH:20][C:21]3[N:22]=[N:23][C:24]([C:27]4[CH:32]=[CH:31][C:30]([C:33]([F:36])([F:35])[F:34])=[CH:29][CH:28]=4)=[CH:25][CH:26]=3)=[CH:15][CH:14]=1)[O:8][CH2:7][CH2:6][CH:5]2[C:38]([OH:40])=[O:39]. (10) Given the reactants [F:1][C:2]1[CH:27]=[CH:26][CH:25]=[CH:24][C:3]=1[O:4][C:5]1[CH:6]=[N:7][C:8]([N:11]2[CH2:16][CH2:15][N:14](C(OC(C)(C)C)=O)[CH2:13][CH2:12]2)=[N:9][CH:10]=1.[ClH:28].O1CCOCC1, predict the reaction product. The product is: [ClH:28].[F:1][C:2]1[CH:27]=[CH:26][CH:25]=[CH:24][C:3]=1[O:4][C:5]1[CH:6]=[N:7][C:8]([N:11]2[CH2:12][CH2:13][NH:14][CH2:15][CH2:16]2)=[N:9][CH:10]=1.